Dataset: Reaction yield outcomes from USPTO patents with 853,638 reactions. Task: Predict the reaction yield, written as a fraction of the theoretical maximum amount of product (1.0 means a 100% yield; for example, 0.34 means a 34% yield). (1) The reactants are [Br:1][C:2]1[N:7]=[C:6]([NH2:8])[CH:5]=[CH:4][CH:3]=1.CC(C)([O-])C.[Na+].[F:15][C:16]1[CH:23]=[CH:22][C:19]([CH2:20]Cl)=[CH:18][CH:17]=1.CCOC(C)=O. The catalyst is C1(C)C=CC=CC=1. The product is [Br:1][C:2]1[N:7]=[C:6]([NH:8][CH2:20][C:19]2[CH:22]=[CH:23][C:16]([F:15])=[CH:17][CH:18]=2)[CH:5]=[CH:4][CH:3]=1. The yield is 0.630. (2) The reactants are [C:1]([O:5][C:6]([N:8]1[CH2:13][CH2:12][CH:11]([O:14][C:15]2[C:16]([C:30](O)=[O:31])=[N:17][N:18]([C:22]3[CH:27]=[CH:26][C:25]([Cl:28])=[C:24]([Cl:29])[CH:23]=3)[C:19](=[O:21])[CH:20]=2)[CH2:10][CH2:9]1)=[O:7])([CH3:4])([CH3:3])[CH3:2].CO. The catalyst is C1COCC1. The product is [Cl:29][C:24]1[CH:23]=[C:22]([N:18]2[C:19](=[O:21])[CH:20]=[C:15]([O:14][CH:11]3[CH2:10][CH2:9][N:8]([C:6]([O:5][C:1]([CH3:2])([CH3:3])[CH3:4])=[O:7])[CH2:13][CH2:12]3)[C:16]([CH2:30][OH:31])=[N:17]2)[CH:27]=[CH:26][C:25]=1[Cl:28]. The yield is 0.426. (3) The catalyst is CN(C=O)C. The yield is 0.380. The reactants are [C:1]([O:5][C:6](=[O:19])[NH:7][CH2:8][CH2:9][CH2:10][CH2:11][C:12]1[CH:17]=[CH:16][C:15]([OH:18])=[CH:14][CH:13]=1)([CH3:4])([CH3:3])[CH3:2].C([O-])([O-])=O.[Cs+].[Cs+].I[CH2:27][C:28]#[N:29]. The product is [C:1]([O:5][C:6](=[O:19])[NH:7][CH2:8][CH2:9][CH2:10][CH2:11][C:12]1[CH:13]=[CH:14][C:15]([O:18][CH2:27][C:28]#[N:29])=[CH:16][CH:17]=1)([CH3:4])([CH3:2])[CH3:3]. (4) The reactants are C[O:2][C:3]([C:5]1([C:8]2[CH:9]=[C:10]3[C:15](=[CH:16][CH:17]=2)[O:14][CH2:13][CH2:12][CH2:11]3)[CH2:7][CH2:6]1)=[O:4].O[Li].[OH2:20].[CH3:21][OH:22]. The catalyst is O. The product is [OH:20][C:11]1([O:22][CH3:21])[C:10]2[C:15](=[CH:16][CH:17]=[C:8]([C:5]3([C:3]([OH:2])=[O:4])[CH2:7][CH2:6]3)[CH:9]=2)[O:14][CH2:13][CH2:12]1. The yield is 0.760. (5) The reactants are [Cl:1][C:2]1[CH:3]=[CH:4][C:5]2[CH2:9][CH:8]([C:10]([OH:12])=O)[C:6]=2[CH:7]=1.[CH2:13]([NH:20][CH2:21][CH2:22][OH:23])[C:14]1[CH:19]=[CH:18][CH:17]=[CH:16][CH:15]=1.C(N(CC)CC)C.[O-]P1(OP([O-])(=O)OP([O-])(=O)OP([O-])(=O)O1)=O.[Na+].[Na+].[Na+].[Na+]. The catalyst is ClCCl. The product is [CH2:13]([N:20]([CH2:21][CH2:22][OH:23])[C:10]([CH:8]1[C:6]2[CH:7]=[C:2]([Cl:1])[CH:3]=[CH:4][C:5]=2[CH2:9]1)=[O:12])[C:14]1[CH:19]=[CH:18][CH:17]=[CH:16][CH:15]=1. The yield is 0.970.